Dataset: NCI-60 drug combinations with 297,098 pairs across 59 cell lines. Task: Regression. Given two drug SMILES strings and cell line genomic features, predict the synergy score measuring deviation from expected non-interaction effect. Drug 1: C1=CC(=CC=C1C#N)C(C2=CC=C(C=C2)C#N)N3C=NC=N3. Drug 2: C1CN(CCN1C(=O)CCBr)C(=O)CCBr. Cell line: UO-31. Synergy scores: CSS=17.7, Synergy_ZIP=0.00189, Synergy_Bliss=-0.0408, Synergy_Loewe=1.64, Synergy_HSA=1.63.